This data is from Peptide-MHC class I binding affinity with 185,985 pairs from IEDB/IMGT. The task is: Regression. Given a peptide amino acid sequence and an MHC pseudo amino acid sequence, predict their binding affinity value. This is MHC class I binding data. The peptide sequence is LNISYLCHF. The MHC is HLA-A29:02 with pseudo-sequence HLA-A29:02. The binding affinity (normalized) is 0.161.